Dataset: Catalyst prediction with 721,799 reactions and 888 catalyst types from USPTO. Task: Predict which catalyst facilitates the given reaction. (1) Reactant: Cl[C:2]1[CH:3]=[C:4]([OH:12])[C:5]2[N:6]([N:8]=[C:9]([CH3:11])[CH:10]=2)[CH:7]=1.[C:13]([N:17]1[CH:21]=[C:20](B2OC(C)(C)C(C)(C)O2)[CH:19]=[N:18]1)([CH3:16])([CH3:15])[CH3:14].C([O-])([O-])=O.[Cs+].[Cs+].COCCOC. Product: [C:13]([N:17]1[CH:21]=[C:20]([C:2]2[CH:3]=[C:4]([OH:12])[C:5]3[N:6]([N:8]=[C:9]([CH3:11])[CH:10]=3)[CH:7]=2)[CH:19]=[N:18]1)([CH3:16])([CH3:15])[CH3:14]. The catalyst class is: 6. (2) Reactant: [Cl:1][C:2]1[CH:7]=[C:6](I)[C:5](C)=[CH:4][N:3]=1.[NH2:10][C:11]1[CH:16]=[CH:15][CH:14]=[CH:13][C:12]=1[S:17]([CH:20]([CH3:22])[CH3:21])(=[O:19])=[O:18].CC1(C)C2C(=C(P(C3C=CC=CC=3)C3C=CC=CC=3)C=CC=2)OC2C(P(C3C=CC=CC=3)C3C=CC=CC=3)=CC=CC1=2.C(=O)([O-])[O-].[Cs+].[Cs+]. Product: [Cl:1][C:2]1[CH:7]=[C:6]([NH:10][C:11]2[CH:16]=[CH:15][CH:14]=[CH:13][C:12]=2[S:17]([CH:20]([CH3:22])[CH3:21])(=[O:19])=[O:18])[CH:5]=[CH:4][N:3]=1. The catalyst class is: 164. (3) Reactant: [Cl:1][C:2]1[CH:7]=[CH:6][C:5](F)=[CH:4][C:3]=1[O:9][CH3:10].[C:11](#[N:15])[CH:12]([CH3:14])[CH3:13].C[Si]([N-][Si](C)(C)C)(C)C.[K+].Cl. Product: [Cl:1][C:2]1[CH:7]=[CH:6][C:5]([C:12]([CH3:14])([CH3:13])[C:11]#[N:15])=[CH:4][C:3]=1[O:9][CH3:10]. The catalyst class is: 11. (4) Reactant: [NH2:1][C:2]1[C:7]([N+:8]([O-:10])=[O:9])=[CH:6][CH:5]=[C:4](Cl)[N:3]=1.[NH2:12][CH2:13][CH2:14][OH:15]. Product: [NH2:1][C:2]1[N:3]=[C:4]([NH:12][CH2:13][CH2:14][OH:15])[CH:5]=[CH:6][C:7]=1[N+:8]([O-:10])=[O:9]. The catalyst class is: 16. (5) Reactant: [CH2:1]([O:8][C:9]1[CH:17]=[C:16]([O:18][CH2:19][C:20]2[CH:25]=[CH:24][CH:23]=[CH:22][CH:21]=2)[C:15]([C:26]([CH3:28])=[CH2:27])=[CH:14][C:10]=1[C:11]([OH:13])=O)[C:2]1[CH:7]=[CH:6][CH:5]=[CH:4][CH:3]=1.C(N(C(C)C)CC)(C)C.F[P-](F)(F)(F)(F)F.Br[P+](N1CCCC1)(N1CCCC1)N1CCCC1.[N:62]1([CH2:68][CH2:69][CH2:70][O:71][C:72]2[CH:80]=[CH:79][CH:78]=[C:77]3[C:73]=2[CH2:74][NH:75][CH2:76]3)[CH2:67][CH2:66][O:65][CH2:64][CH2:63]1. Product: [CH2:1]([O:8][C:9]1[CH:17]=[C:16]([O:18][CH2:19][C:20]2[CH:21]=[CH:22][CH:23]=[CH:24][CH:25]=2)[C:15]([C:26]([CH3:28])=[CH2:27])=[CH:14][C:10]=1[C:11]([N:75]1[CH2:74][C:73]2[C:77](=[CH:78][CH:79]=[CH:80][C:72]=2[O:71][CH2:70][CH2:69][CH2:68][N:62]2[CH2:67][CH2:66][O:65][CH2:64][CH2:63]2)[CH2:76]1)=[O:13])[C:2]1[CH:3]=[CH:4][CH:5]=[CH:6][CH:7]=1. The catalyst class is: 124.